The task is: Predict the reactants needed to synthesize the given product.. This data is from Full USPTO retrosynthesis dataset with 1.9M reactions from patents (1976-2016). (1) Given the product [F:17][C:10]1[CH:9]=[C:8]([C:6]2[S:7][C:3]([C:1]#[N:2])=[CH:4][CH:5]=2)[CH:16]=[CH:15][C:11]=1[C:12]([N:57]1[CH2:58][CH2:59][CH2:60][C@H:56]1[CH2:55][N:51]1[CH2:52][CH2:53][CH2:54][C@H:50]1[CH3:49])=[O:14], predict the reactants needed to synthesize it. The reactants are: [C:1]([C:3]1[S:7][C:6]([C:8]2[CH:16]=[CH:15][C:11]([C:12]([OH:14])=O)=[C:10]([F:17])[CH:9]=2)=[CH:5][CH:4]=1)#[N:2].CCN=C=NCCCN(C)C.Cl.C1C=CC2N(O)N=NC=2C=1.CCN(C(C)C)C(C)C.[CH3:49][C@@H:50]1[CH2:54][CH2:53][CH2:52][N:51]1[CH2:55][C@@H:56]1[CH2:60][CH2:59][CH2:58][NH:57]1. (2) Given the product [Cl:26][C:4]1[N:3]=[C:2]([NH:27][CH2:28][CH2:29][C:30]2[CH:31]=[C:32]([OH:36])[CH:33]=[CH:34][CH:35]=2)[CH:7]=[C:6]([C:8]2[C:16]3[C:11](=[N:12][CH:13]=[CH:14][CH:15]=3)[NH:10][CH:9]=2)[CH:5]=1, predict the reactants needed to synthesize it. The reactants are: Cl[C:2]1[CH:7]=[C:6]([C:8]2[C:16]3[C:11](=[N:12][CH:13]=[CH:14][CH:15]=3)[N:10](S(C3C=CC=CC=3)(=O)=O)[CH:9]=2)[CH:5]=[C:4]([Cl:26])[N:3]=1.[NH2:27][CH2:28][CH2:29][C:30]1[CH:31]=[C:32]([OH:36])[CH:33]=[CH:34][CH:35]=1.Cl.C(N(C(C)C)CC)(C)C. (3) Given the product [Cl:1][C:2]1[CH:7]=[C:6]([C:8]([F:11])([F:10])[F:9])[CH:5]=[C:4]([Cl:12])[C:3]=1[N:13]1[C:17]([N:18]2[CH2:19][CH2:20][N:21]([CH2:48][C:49]3[CH:54]=[CH:53][CH:52]=[CH:51][CH:50]=3)[CH2:22][CH2:23]2)=[C:16]([S:24]([C:27]([F:28])([F:30])[F:29])(=[O:26])=[O:25])[C:15]([C:31]#[N:32])=[N:14]1, predict the reactants needed to synthesize it. The reactants are: [Cl:1][C:2]1[CH:7]=[C:6]([C:8]([F:11])([F:10])[F:9])[CH:5]=[C:4]([Cl:12])[C:3]=1[N:13]1[C:17]([N:18]2[CH2:23][CH2:22][NH:21][CH2:20][CH2:19]2)=[C:16]([S:24]([C:27]([F:30])([F:29])[F:28])(=[O:26])=[O:25])[C:15]([C:31]#[N:32])=[N:14]1.C(N(C(C)C)CC)(C)C.O1CCOCC1.[CH3:48][CH2:49][CH2:50][CH2:51][CH2:52][CH2:53][CH3:54].C(OCC)(=O)C. (4) Given the product [CH:1]1([C:5]2[CH:9]=[C:8]([NH:10][C:11]([NH:44][C:43]3[CH:45]=[CH:46][CH:47]=[C:41]([S:40][C:31]4[C:30]5[C:35](=[CH:36][C:37]([O:38][CH3:39])=[C:28]([O:27][CH3:26])[CH:29]=5)[N:34]=[CH:33][N:32]=4)[CH:42]=3)=[O:19])[N:7]([C:20]3[CH:21]=[CH:22][CH:23]=[CH:24][CH:25]=3)[N:6]=2)[CH2:2][CH2:3][CH2:4]1, predict the reactants needed to synthesize it. The reactants are: [CH:1]1([C:5]2[CH:9]=[C:8]([NH:10][C:11](=[O:19])OC3C=CC=CC=3)[N:7]([C:20]3[CH:25]=[CH:24][CH:23]=[CH:22][CH:21]=3)[N:6]=2)[CH2:4][CH2:3][CH2:2]1.[CH3:26][O:27][C:28]1[CH:29]=[C:30]2[C:35](=[CH:36][C:37]=1[O:38][CH3:39])[N:34]=[CH:33][N:32]=[C:31]2[S:40][C:41]1[CH:42]=[C:43]([CH:45]=[CH:46][CH:47]=1)[NH2:44]. (5) Given the product [N:22]1([C:20]2[CH:19]=[CH:18][C:17]([NH:28][C:29]([C:31]3[CH:32]=[C:33]([CH:41]=[CH:42][CH:43]=3)[CH2:34][S:35][CH2:36][CH2:37][C:38]([OH:40])=[O:39])=[O:30])=[C:16]([C:12]3[CH:11]=[C:10]([C:8](=[O:9])[NH:7][CH:6]([C:5]4[CH:44]=[CH:45][CH:46]=[C:3]([C:2]([F:47])([F:1])[F:48])[CH:4]=4)[CH3:50])[CH:15]=[CH:14][N:13]=3)[CH:21]=2)[CH2:23][CH2:24][CH2:25][CH2:26][CH2:27]1, predict the reactants needed to synthesize it. The reactants are: [F:1][C:2]([F:48])([F:47])[C:3]1[CH:4]=[C:5]([CH:44]=[CH:45][CH:46]=1)[CH2:6][NH:7][C:8]([C:10]1[CH:15]=[CH:14][N:13]=[C:12]([C:16]2[CH:21]=[C:20]([N:22]3[CH2:27][CH2:26][CH2:25][CH2:24][CH2:23]3)[CH:19]=[CH:18][C:17]=2[NH:28][C:29]([C:31]2[CH:32]=[C:33]([CH:41]=[CH:42][CH:43]=2)[CH2:34][S:35][CH2:36][CH2:37][C:38]([OH:40])=[O:39])=[O:30])[CH:11]=1)=[O:9].F[C:50](F)(F)C1C=C(C(N)C)C=CC=1. (6) The reactants are: [BH4-].[Li+].C([O:5][C:6]([CH:8]1[CH2:18][CH:17]2[N:19]([S:20]([C:23]3[CH:28]=[CH:27][C:26]([Cl:29])=[CH:25][CH:24]=3)(=[O:22])=[O:21])[CH:10]([CH2:11][C:12]3[NH:13][N:14]=[CH:15][C:16]=32)[CH2:9]1)=O)C. Given the product [Cl:29][C:26]1[CH:27]=[CH:28][C:23]([S:20]([N:19]2[CH:10]3[CH2:9][CH:8]([CH2:6][OH:5])[CH2:18][CH:17]2[C:16]2[C:12]([CH2:11]3)=[N:13][NH:14][CH:15]=2)(=[O:22])=[O:21])=[CH:24][CH:25]=1, predict the reactants needed to synthesize it. (7) Given the product [CH3:10][O:9][C:8]1[C:3](=[O:2])[NH:4][C:5]([C:11]2[CH:18]=[CH:17][C:14]([C:15]#[N:16])=[CH:13][CH:12]=2)=[N:6][CH:7]=1, predict the reactants needed to synthesize it. The reactants are: C[O:2][C:3]1[C:8]([O:9][CH3:10])=[CH:7][N:6]=[C:5]([C:11]2[CH:18]=[CH:17][C:14]([C:15]#[N:16])=[CH:13][CH:12]=2)[N:4]=1. (8) The reactants are: [C:1]([O:5][CH:6]([C:12]1[C:16]([C:17]2[CH2:22][CH2:21][C:20]([CH3:24])([CH3:23])[CH2:19][CH:18]=2)=[C:15](Cl)[S:14][C:13]=1[CH3:26])[C:7]([O:9][CH2:10][CH3:11])=[O:8])([CH3:4])([CH3:3])[CH3:2].[NH:27]1[CH:31]=[CH:30][CH:29]=[N:28]1.C(=O)([O-])[O-].[K+].[K+].CN[C@@H]1CCCC[C@H]1NC. Given the product [C:1]([O:5][CH:6]([C:12]1[C:16]([C:17]2[CH2:22][CH2:21][C:20]([CH3:24])([CH3:23])[CH2:19][CH:18]=2)=[C:15]([N:27]2[CH:31]=[CH:30][CH:29]=[N:28]2)[S:14][C:13]=1[CH3:26])[C:7]([O:9][CH2:10][CH3:11])=[O:8])([CH3:4])([CH3:3])[CH3:2], predict the reactants needed to synthesize it. (9) Given the product [N:1]1([C:6]2([C:27]3[CH:32]=[CH:31][CH:30]=[CH:29][CH:28]=3)[CH2:23][CH2:22][C:9]3([CH2:14][CH2:13][N:12]([C:15]([O:17][C:18]([CH3:21])([CH3:20])[CH3:19])=[O:16])[CH2:11][CH2:10]3)[CH2:8][CH2:7]2)[CH2:4][CH2:3][CH2:2]1, predict the reactants needed to synthesize it. The reactants are: [NH:1]1[CH2:4][CH2:3][CH2:2]1.O=[C:6]1[CH2:23][CH2:22][C:9]2([CH2:14][CH2:13][N:12]([C:15]([O:17][C:18]([CH3:21])([CH3:20])[CH3:19])=[O:16])[CH2:11][CH2:10]2)[CH2:8][CH2:7]1.[C-]#N.[K+].[C:27]1([Mg]Br)[CH:32]=[CH:31][CH:30]=[CH:29][CH:28]=1.